From a dataset of Full USPTO retrosynthesis dataset with 1.9M reactions from patents (1976-2016). Predict the reactants needed to synthesize the given product. (1) Given the product [CH2:1]([N:8]1[CH2:12][CH2:11][C:10]([CH3:17])([OH:13])[CH2:9]1)[C:2]1[CH:3]=[CH:4][CH:5]=[CH:6][CH:7]=1, predict the reactants needed to synthesize it. The reactants are: [CH2:1]([N:8]1[CH2:12][CH2:11][C:10](=[O:13])[CH2:9]1)[C:2]1[CH:7]=[CH:6][CH:5]=[CH:4][CH:3]=1.C[Mg+].[Br-].[CH3:17]COCC.[NH4+].[Cl-]. (2) The reactants are: [CH3:1][C:2]1[C:6]([C:7]2[CH:8]=[C:9]3[C:13](=[CH:14][CH:15]=2)[NH:12][C:11](=[O:16])[C:10]3([N:23]2[CH2:28][CH2:27][N:26](C(OC(C)(C)C)=O)[CH2:25][CH2:24]2)[C:17]2[CH:22]=[CH:21][CH:20]=[CH:19][CH:18]=2)=[C:5]([CH3:36])[O:4][N:3]=1.C(O)(C(F)(F)F)=O.C([O-])(O)=O.[Na+]. Given the product [CH3:1][C:2]1[C:6]([C:7]2[CH:8]=[C:9]3[C:13](=[CH:14][CH:15]=2)[NH:12][C:11](=[O:16])[C:10]3([C:17]2[CH:18]=[CH:19][CH:20]=[CH:21][CH:22]=2)[N:23]2[CH2:28][CH2:27][NH:26][CH2:25][CH2:24]2)=[C:5]([CH3:36])[O:4][N:3]=1, predict the reactants needed to synthesize it. (3) Given the product [NH:37]1[CH2:38][CH2:39][N:44]=[C:54]1[NH:64][CH2:65][CH2:66][CH2:67][CH2:68][NH:69][C:17]([C@H:9]([NH:8][C:1](=[O:3])[CH2:78][CH2:79][CH2:80][CH:81]=[O:83])[CH2:10][C:11]1[CH:12]=[CH:13][CH:14]=[CH:15][CH:16]=1)=[O:19], predict the reactants needed to synthesize it. The reactants are: [C:1]([NH:8][C@@H:9]([C:17]([OH:19])=O)[CH2:10][C:11]1[CH:16]=[CH:15][CH:14]=[CH:13][CH:12]=1)([O:3]C(C)(C)C)=O.C1CN([P+](O[N:37]2N=[N:44][C:39]3C=CC=C[C:38]2=3)(N2CCCC2)N2CCCC2)CC1.F[P-](F)(F)(F)(F)F.Cl.[C:54]([NH:64][CH2:65][CH2:66][CH2:67][CH2:68][NH2:69])(OCC1C=CC=CC=1)=O.C(N(CC)CC)C.C1(=O)[O:83][C:81](=O)[CH2:80][CH2:79][CH2:78]1.